From a dataset of Forward reaction prediction with 1.9M reactions from USPTO patents (1976-2016). Predict the product of the given reaction. (1) Given the reactants Cl[C:2]1[N:7]=[C:6]([N:8]2[C:16]3[C:11](=[C:12]([O:17][CH2:18][CH2:19][CH2:20][S:21]([CH3:24])(=[O:23])=[O:22])[CH:13]=[CH:14][CH:15]=3)[CH:10]=[CH:9]2)[CH:5]=[CH:4][N:3]=1.Cl.[CH2:26]([O:28][C:29]([CH:31]1[CH2:36][CH2:35][CH:34]([NH2:37])[CH2:33][CH2:32]1)=[O:30])C.C([O-])([O-])=O.[K+].[K+].O, predict the reaction product. The product is: [CH3:26][O:28][C:29]([CH:31]1[CH2:36][CH2:35][CH:34]([NH:37][C:2]2[N:7]=[C:6]([N:8]3[C:16]4[C:11](=[C:12]([O:17][CH2:18][CH2:19][CH2:20][S:21]([CH3:24])(=[O:23])=[O:22])[CH:13]=[CH:14][CH:15]=4)[CH:10]=[CH:9]3)[CH:5]=[CH:4][N:3]=2)[CH2:33][CH2:32]1)=[O:30]. (2) Given the reactants O[CH:2]1[CH2:7][CH2:6][N:5]([C:8]([O:10][C:11]([CH3:14])([CH3:13])[CH3:12])=[O:9])[CH2:4][CH2:3]1.C(N(CC)CC)C.CS(Cl)(=O)=O.[C:27]([O-:30])(=[S:29])[CH3:28].[K+], predict the reaction product. The product is: [C:27]([S:29][CH:2]1[CH2:7][CH2:6][N:5]([C:8]([O:10][C:11]([CH3:14])([CH3:13])[CH3:12])=[O:9])[CH2:4][CH2:3]1)(=[O:30])[CH3:28].